This data is from NCI-60 drug combinations with 297,098 pairs across 59 cell lines. The task is: Regression. Given two drug SMILES strings and cell line genomic features, predict the synergy score measuring deviation from expected non-interaction effect. (1) Synergy scores: CSS=15.4, Synergy_ZIP=-4.24, Synergy_Bliss=-3.70, Synergy_Loewe=-2.96, Synergy_HSA=-3.00. Drug 2: C#CCC(CC1=CN=C2C(=N1)C(=NC(=N2)N)N)C3=CC=C(C=C3)C(=O)NC(CCC(=O)O)C(=O)O. Drug 1: C1=CC(=CC=C1CC(C(=O)O)N)N(CCCl)CCCl.Cl. Cell line: CAKI-1. (2) Drug 1: C(CC(=O)O)C(=O)CN.Cl. Drug 2: COC1=C2C(=CC3=C1OC=C3)C=CC(=O)O2. Cell line: MDA-MB-231. Synergy scores: CSS=3.10, Synergy_ZIP=3.80, Synergy_Bliss=4.10, Synergy_Loewe=-0.418, Synergy_HSA=1.32. (3) Drug 1: CC1=CC2C(CCC3(C2CCC3(C(=O)C)OC(=O)C)C)C4(C1=CC(=O)CC4)C. Drug 2: C1=CN(C=N1)CC(O)(P(=O)(O)O)P(=O)(O)O. Cell line: A549. Synergy scores: CSS=2.42, Synergy_ZIP=-3.41, Synergy_Bliss=-4.69, Synergy_Loewe=-4.60, Synergy_HSA=-3.41. (4) Drug 1: CC1CCC2CC(C(=CC=CC=CC(CC(C(=O)C(C(C(=CC(C(=O)CC(OC(=O)C3CCCCN3C(=O)C(=O)C1(O2)O)C(C)CC4CCC(C(C4)OC)OCCO)C)C)O)OC)C)C)C)OC. Drug 2: CN(C(=O)NC(C=O)C(C(C(CO)O)O)O)N=O. Cell line: NCI-H522. Synergy scores: CSS=0.912, Synergy_ZIP=3.03, Synergy_Bliss=-3.90, Synergy_Loewe=-3.07, Synergy_HSA=-3.10. (5) Drug 1: C1CCC(C1)C(CC#N)N2C=C(C=N2)C3=C4C=CNC4=NC=N3. Drug 2: CCN(CC)CCCC(C)NC1=C2C=C(C=CC2=NC3=C1C=CC(=C3)Cl)OC. Cell line: RPMI-8226. Synergy scores: CSS=62.7, Synergy_ZIP=11.2, Synergy_Bliss=6.18, Synergy_Loewe=-24.8, Synergy_HSA=2.65. (6) Synergy scores: CSS=10.6, Synergy_ZIP=-2.58, Synergy_Bliss=3.02, Synergy_Loewe=-10.7, Synergy_HSA=-0.951. Drug 2: CCC1(CC2CC(C3=C(CCN(C2)C1)C4=CC=CC=C4N3)(C5=C(C=C6C(=C5)C78CCN9C7C(C=CC9)(C(C(C8N6C=O)(C(=O)OC)O)OC(=O)C)CC)OC)C(=O)OC)O.OS(=O)(=O)O. Cell line: SNB-75. Drug 1: CC1=CC=C(C=C1)C2=CC(=NN2C3=CC=C(C=C3)S(=O)(=O)N)C(F)(F)F. (7) Drug 1: CS(=O)(=O)CCNCC1=CC=C(O1)C2=CC3=C(C=C2)N=CN=C3NC4=CC(=C(C=C4)OCC5=CC(=CC=C5)F)Cl. Drug 2: C(CCl)NC(=O)N(CCCl)N=O. Cell line: SW-620. Synergy scores: CSS=1.17, Synergy_ZIP=-2.32, Synergy_Bliss=-0.302, Synergy_Loewe=-5.93, Synergy_HSA=-2.87. (8) Drug 1: C1=CC(=CC=C1CCCC(=O)O)N(CCCl)CCCl. Drug 2: CC=C1C(=O)NC(C(=O)OC2CC(=O)NC(C(=O)NC(CSSCCC=C2)C(=O)N1)C(C)C)C(C)C. Cell line: DU-145. Synergy scores: CSS=56.2, Synergy_ZIP=2.29, Synergy_Bliss=-0.578, Synergy_Loewe=-13.7, Synergy_HSA=1.56. (9) Drug 1: CS(=O)(=O)C1=CC(=C(C=C1)C(=O)NC2=CC(=C(C=C2)Cl)C3=CC=CC=N3)Cl. Drug 2: N.N.Cl[Pt+2]Cl. Cell line: UACC-257. Synergy scores: CSS=0.605, Synergy_ZIP=1.17, Synergy_Bliss=3.36, Synergy_Loewe=-1.16, Synergy_HSA=-0.425. (10) Drug 1: CC1C(C(=O)NC(C(=O)N2CCCC2C(=O)N(CC(=O)N(C(C(=O)O1)C(C)C)C)C)C(C)C)NC(=O)C3=C4C(=C(C=C3)C)OC5=C(C(=O)C(=C(C5=N4)C(=O)NC6C(OC(=O)C(N(C(=O)CN(C(=O)C7CCCN7C(=O)C(NC6=O)C(C)C)C)C)C(C)C)C)N)C. Drug 2: COC1=NC(=NC2=C1N=CN2C3C(C(C(O3)CO)O)O)N. Synergy scores: CSS=-1.07, Synergy_ZIP=3.31, Synergy_Bliss=6.73, Synergy_Loewe=1.54, Synergy_HSA=1.56. Cell line: M14.